Dataset: Reaction yield outcomes from USPTO patents with 853,638 reactions. Task: Predict the reaction yield, written as a fraction of the theoretical maximum amount of product (1.0 means a 100% yield; for example, 0.34 means a 34% yield). (1) The reactants are [CH:1]([C:4]1[C:5]([O:13][CH2:14][CH2:15][CH3:16])=[C:6]([CH:10]=[CH:11][CH:12]=1)[CH2:7]CN)([CH3:3])[CH3:2].[CH:17]([N:20](C(C)C)CC)(C)C.Cl.[O:27]=[C:28]1[NH:37][C:36]2[N:35]=[CH:34][C:33](/[CH:38]=[CH:39]/[C:40]([OH:42])=O)=[CH:32][C:31]=2[CH2:30][CH2:29]1.O.ON1C2C=CC=CC=2N=N1.Cl.CN(C)CCCN=C=NCC. The catalyst is CN(C=O)C.O. The product is [CH:1]([C:4]1[C:5]([O:13][CH2:14][CH2:15][CH3:16])=[C:6]([CH:10]=[CH:11][CH:12]=1)[CH2:7][N:20]([CH3:17])[C:40](=[O:42])/[CH:39]=[CH:38]/[C:33]1[CH:34]=[N:35][C:36]2[NH:37][C:28](=[O:27])[CH2:29][CH2:30][C:31]=2[CH:32]=1)([CH3:2])[CH3:3]. The yield is 0.630. (2) The product is [F:33][C:27]1[CH:28]=[C:29]([F:32])[CH:30]=[CH:31][C:26]=1[C:21]1[CH:22]=[CH:23][C:5]2[O:4][C:2](=[O:3])[N:16]([C:10]3[CH:11]=[CH:12][C:13]([O:14][CH3:15])=[C:8]([O:7][CH3:6])[CH:9]=3)[C:17](=[O:18])[C:19]=2[CH:20]=1. The yield is 0.430. The reactants are Cl[C:2]([O:4][CH3:5])=[O:3].[CH3:6][O:7][C:8]1[CH:9]=[C:10]([NH:16][C:17]([C:19]2[CH:20]=[C:21]([C:26]3[CH:31]=[CH:30][C:29]([F:32])=[CH:28][C:27]=3[F:33])[CH:22]=[CH:23]C=2O)=[O:18])[CH:11]=[CH:12][C:13]=1[O:14][CH3:15].Cl. The catalyst is O1CCCC1.N1C=CC=CC=1.